From a dataset of Reaction yield outcomes from USPTO patents with 853,638 reactions. Predict the reaction yield, written as a fraction of the theoretical maximum amount of product (1.0 means a 100% yield; for example, 0.34 means a 34% yield). (1) The reactants are Cl[C:2]1(Cl)[CH2:7][O:6][CH2:5][CH2:4][O:3]1.[CH3:9][C:10]1[CH:11]=[C:12]([CH:14]=[CH:15][C:16]=1[N+:17]([O-:19])=[O:18])[NH2:13].C(=O)([O-])[O-].[Cs+].[Cs+]. The yield is 0.830. The catalyst is C(#N)C. The product is [CH3:9][C:10]1[CH:11]=[C:12]([N:13]2[CH2:2][CH2:7][O:6][CH2:5][C:4]2=[O:3])[CH:14]=[CH:15][C:16]=1[N+:17]([O-:19])=[O:18]. (2) The reactants are [CH3:1][N:2]1[C:10]2[C:5](=[CH:6][CH:7]=[CH:8][C:9]=2[C:11]([O:13][CH3:14])=[O:12])[C:4]([CH:15]=O)=[CH:3]1.C[C:18]1[NH:19]C2C(C=1C=O)=CC=CC=2. No catalyst specified. The product is [CH3:1][N:2]1[C:10]2[C:5](=[CH:6][CH:7]=[CH:8][C:9]=2[C:11]([O:13][CH3:14])=[O:12])[C:4]([CH2:15][NH:19][CH3:18])=[CH:3]1. The yield is 0.920. (3) The reactants are [CH2:1]([O:3][C:4]([C:6]1[S:10][C:9]([NH2:11])=[N:8][CH:7]=1)=[O:5])[CH3:2].[C:12]([O:16][C:17]([O:19]C(OC(C)(C)C)=O)=[O:18])([CH3:15])([CH3:14])[CH3:13].O1CCC[CH2:28]1. The catalyst is CN(C)C1C=CN=CC=1. The product is [CH2:1]([O:3][C:4]([C:6]1[S:10][C:9]([NH:11][O:19][C:17]([O:16][C:12]([CH3:15])([CH3:14])[CH3:13])=[O:18])=[N:8][C:7]=1[CH3:28])=[O:5])[CH3:2]. The yield is 0.700. (4) The reactants are [N:1]1[CH:6]=[CH:5][CH:4]=[CH:3][C:2]=1[C:7]1[N:11]=[C:10]([C:12]2[CH:17]=[C:16]([F:18])[CH:15]=[C:14](Br)[CH:13]=2)[O:9][N:8]=1.[N:20]1[CH:25]=[CH:24][C:23](B(O)O)=[CH:22][CH:21]=1.COCCOC.C(=O)([O-])[O-].[Na+].[Na+]. The catalyst is CCCCCC.C1C=CC([P]([Pd]([P](C2C=CC=CC=2)(C2C=CC=CC=2)C2C=CC=CC=2)([P](C2C=CC=CC=2)(C2C=CC=CC=2)C2C=CC=CC=2)[P](C2C=CC=CC=2)(C2C=CC=CC=2)C2C=CC=CC=2)(C2C=CC=CC=2)C2C=CC=CC=2)=CC=1.C(OCC)(=O)C. The product is [N:1]1[CH:6]=[CH:5][CH:4]=[CH:3][C:2]=1[C:7]1[N:11]=[C:10]([C:12]2[CH:13]=[C:14]([C:23]3[CH:24]=[CH:25][N:20]=[CH:21][CH:22]=3)[CH:15]=[C:16]([F:18])[CH:17]=2)[O:9][N:8]=1. The yield is 0.0700. (5) The reactants are [Cl-].O[NH3+:3].[C:4](=[O:7])([O-])[OH:5].[Na+].CS(C)=O.[CH2:13]([C:17]1[N:18]=[C:19]([CH3:50])[N:20]([CH2:39][C:40]2[CH:45]=[CH:44][C:43]([C:46]([CH3:49])([CH3:48])[CH3:47])=[CH:42][CH:41]=2)[C:21](=[O:38])[C:22]=1[CH2:23][C:24]1[CH:29]=[CH:28][C:27]([C:30]2[C:31]([C:36]#[N:37])=[CH:32][CH:33]=[CH:34][CH:35]=2)=[CH:26][CH:25]=1)[CH2:14][CH2:15][CH3:16]. The catalyst is C(OCC)(=O)C. The product is [CH2:13]([C:17]1[N:18]=[C:19]([CH3:50])[N:20]([CH2:39][C:40]2[CH:45]=[CH:44][C:43]([C:46]([CH3:49])([CH3:48])[CH3:47])=[CH:42][CH:41]=2)[C:21](=[O:38])[C:22]=1[CH2:23][C:24]1[CH:29]=[CH:28][C:27]([C:30]2[CH:35]=[CH:34][CH:33]=[CH:32][C:31]=2[C:36]2[NH:3][C:4](=[O:7])[O:5][N:37]=2)=[CH:26][CH:25]=1)[CH2:14][CH2:15][CH3:16]. The yield is 0.570. (6) The reactants are [CH2:1]([C:3]1[CH:7]=[C:6]([C:8]([OH:10])=O)[N:5]([CH3:11])[N:4]=1)[CH3:2].O1CCCC1.C(Cl)(=O)C(Cl)=O.[NH2:23][C:24]1[CH:25]=[C:26]([CH:43]=[CH:44][C:45]=1[CH3:46])[O:27][C:28]1[CH:29]=[CH:30][C:31]2[N:32]([CH:34]=[C:35]([NH:37][C:38]([CH:40]3[CH2:42][CH2:41]3)=[O:39])[N:36]=2)[N:33]=1. The catalyst is CN(C)C=O.CN(C)C(=O)C. The product is [CH:40]1([C:38]([NH:37][C:35]2[N:36]=[C:31]3[CH:30]=[CH:29][C:28]([O:27][C:26]4[CH:43]=[CH:44][C:45]([CH3:46])=[C:24]([NH:23][C:8]([C:6]5[N:5]([CH3:11])[N:4]=[C:3]([CH2:1][CH3:2])[CH:7]=5)=[O:10])[CH:25]=4)=[N:33][N:32]3[CH:34]=2)=[O:39])[CH2:41][CH2:42]1. The yield is 0.680.